This data is from Full USPTO retrosynthesis dataset with 1.9M reactions from patents (1976-2016). The task is: Predict the reactants needed to synthesize the given product. (1) Given the product [CH3:1][C:2]1([C:22]2[CH:29]=[CH:28][C:25]([C:26]#[N:27])=[CH:24][CH:23]=2)[S:6][C:5]([NH:7][C@H:8]([C:10]2[CH:15]=[CH:14][CH:13]=[CH:12][C:11]=2[C:16]([F:18])([F:17])[F:19])[CH3:9])=[N:4][C:3]1=[O:20], predict the reactants needed to synthesize it. The reactants are: [CH3:1][CH:2]1[S:6][C:5]([NH:7][C@H:8]([C:10]2[CH:15]=[CH:14][CH:13]=[CH:12][C:11]=2[C:16]([F:19])([F:18])[F:17])[CH3:9])=[N:4][C:3]1=[O:20].Br[C:22]1[CH:29]=[CH:28][C:25]([C:26]#[N:27])=[CH:24][CH:23]=1.[Li]N([Si](C)(C)C)[Si](C)(C)C. (2) Given the product [CH2:30]([N:6]([CH2:4][CH3:5])[C:7](=[O:29])[CH2:8][CH2:9][C:10]1[C:18]2[N:17]([C:19]3[CH:20]=[CH:21][CH:22]=[CH:23][CH:24]=3)[CH:16]=[N:15][C:14]=2[CH:13]=[C:12]([C:25]([F:27])([F:28])[F:26])[CH:11]=1)[CH3:31], predict the reactants needed to synthesize it. The reactants are: C([O-])=O.[CH2:4]([N:6]([CH2:30][CH3:31])[C:7](=[O:29])[CH:8]=[CH:9][C:10]1[C:18]2[N:17]([C:19]3[CH:24]=[CH:23][CH:22]=[CH:21][CH:20]=3)[CH:16]=[N:15][C:14]=2[CH:13]=[C:12]([C:25]([F:28])([F:27])[F:26])[CH:11]=1)[CH3:5]. (3) Given the product [Cl:1][C:2]1[CH:21]=[CH:20][CH:19]=[C:18]([C:22]([F:25])([F:24])[F:23])[C:3]=1[C:4]([N:6]1[C:14]2[C:9](=[CH:10][CH:11]=[C:12]([CH:15]=[O:16])[CH:13]=2)[C:8]([C:28]2[CH:29]=[CH:30][C:31]([C:33]([O:35][CH3:36])=[O:34])=[CH:32][C:27]=2[F:26])=[N:7]1)=[O:5], predict the reactants needed to synthesize it. The reactants are: [Cl:1][C:2]1[CH:21]=[CH:20][CH:19]=[C:18]([C:22]([F:25])([F:24])[F:23])[C:3]=1[C:4]([N:6]1[C:14]2[C:9](=[CH:10][CH:11]=[C:12]([CH:15]=[O:16])[CH:13]=2)[C:8](I)=[N:7]1)=[O:5].[F:26][C:27]1[CH:32]=[C:31]([C:33]([O:35][CH3:36])=[O:34])[CH:30]=[CH:29][C:28]=1B(O)O.[O-]P([O-])([O-])=O.[K+].[K+].[K+].COC1C=CC=C(OC)C=1C1C=CC=CC=1P(C1CCCCC1)C1CCCCC1.